This data is from Catalyst prediction with 721,799 reactions and 888 catalyst types from USPTO. The task is: Predict which catalyst facilitates the given reaction. (1) The catalyst class is: 3. Product: [N:1]1([C:6]2[CH:11]=[CH:10][C:9]([O:12][CH2:15][CH2:16][N:17]3[CH2:22][CH2:21][CH2:20][CH2:19][CH2:18]3)=[CH:8][CH:7]=2)[CH:2]=[CH:3][CH:4]=[CH:5]1. Reactant: [N:1]1([C:6]2[CH:11]=[CH:10][C:9]([OH:12])=[CH:8][CH:7]=2)[CH:5]=[CH:4][CH:3]=[CH:2]1.Cl.Cl[CH2:15][CH2:16][N:17]1[CH2:22][CH2:21][CH2:20][CH2:19][CH2:18]1.C([O-])([O-])=O.[K+].[K+]. (2) Reactant: [CH:1]([OH:3])=O.[CH3:4][C:5]1[C:10](C#N)=[CH:9][N:8]=[C:7]([NH:13][CH2:14][CH2:15][CH2:16][CH:17]2[CH2:22][CH2:21][N:20]([CH3:23])[CH2:19][CH2:18]2)[N:6]=1. Product: [CH3:4][C:5]1[C:10]([CH:1]=[O:3])=[CH:9][N:8]=[C:7]([NH:13][CH2:14][CH2:15][CH2:16][CH:17]2[CH2:18][CH2:19][N:20]([CH3:23])[CH2:21][CH2:22]2)[N:6]=1. The catalyst class is: 769. (3) Reactant: [CH2:1]([O:3][C:4]([N:6]1[C:15]2[C:10](=[CH:11][C:12]([C:16]([F:19])([F:18])[F:17])=[CH:13][CH:14]=2)[C@@H:9]([C@H:20]([C:24]2[CH:29]=[C:28]([C:30]([F:33])([F:32])[F:31])[CH:27]=[C:26]([C:34]([F:37])([F:36])[F:35])[CH:25]=2)[C:21]([OH:23])=[O:22])[CH2:8][C@H:7]1[CH2:38][CH3:39])=[O:5])[CH3:2].[CH2:40](O)[CH3:41]. Product: [CH2:1]([O:3][C:4]([N:6]1[C:15]2[C:10](=[CH:11][C:12]([C:16]([F:17])([F:18])[F:19])=[CH:13][CH:14]=2)[C@@H:9]([C@@H:20]([C:24]2[CH:25]=[C:26]([C:34]([F:35])([F:37])[F:36])[CH:27]=[C:28]([C:30]([F:31])([F:32])[F:33])[CH:29]=2)[C:21]([O:23][CH2:40][CH3:41])=[O:22])[CH2:8][C@H:7]1[CH2:38][CH3:39])=[O:5])[CH3:2]. The catalyst class is: 65. (4) Reactant: [CH2:1]1[C@@H:5]([OH:6])[C@H:4](/[CH:7]=[CH:8]/[C@@H:9]([OH:22])[CH2:10][O:11][C:12]2[CH:17]=[C:16]([C:18]([F:21])([F:20])[F:19])[CH:15]=[CH:14][CH:13]=2)[C@@H:3]([CH2:23]/[CH:24]=[CH:25]\[CH2:26][CH2:27][CH2:28][C:29]([OH:31])=[O:30])[C@H:2]1[OH:32].[NH2:33][C@H:34]([C:42]([OH:44])=[O:43])[CH2:35][CH2:36][CH2:37][NH:38][C:39](=[NH:41])[NH2:40]. Product: [CH3:35][CH:34]([O:30][C:29]([CH2:28][CH2:27][CH2:26]/[CH:25]=[CH:24]\[CH2:23][C@@H:3]1[C@@H:4](/[CH:7]=[CH:8]/[C@@H:9]([OH:22])[CH2:10][O:11][C:12]2[CH:13]=[CH:14][CH:15]=[C:16]([C:18]([F:21])([F:20])[F:19])[CH:17]=2)[C@H:5]([OH:6])[CH2:1][C@@H:2]1[OH:32])=[O:31])[CH3:42].[NH2:33][C@H:34]([C:42]([OH:44])=[O:43])[CH2:35][CH2:36][CH2:37][NH:38][C:39](=[NH:40])[NH2:41]. The catalyst class is: 24.